This data is from Catalyst prediction with 721,799 reactions and 888 catalyst types from USPTO. The task is: Predict which catalyst facilitates the given reaction. Reactant: [C:1]([C:3]1[N:8]=[C:7]([CH2:9][CH2:10][C:11]([O:13][C:14]([CH3:17])([CH3:16])[CH3:15])=[O:12])[CH:6]=[C:5]([CH3:18])[CH:4]=1)#[N:2].[Cl:19][C:20]1[CH:21]=[C:22]([SH:29])[C:23](=[CH:27][CH:28]=1)[C:24](O)=[O:25]. Product: [Cl:19][C:20]1[CH:28]=[CH:27][C:23]2[C:24](=[O:25])[N:2]=[C:1]([C:3]3[N:8]=[C:7]([CH2:9][CH2:10][C:11]([O:13][C:14]([CH3:15])([CH3:17])[CH3:16])=[O:12])[CH:6]=[C:5]([CH3:18])[CH:4]=3)[S:29][C:22]=2[CH:21]=1. The catalyst class is: 17.